From a dataset of Reaction yield outcomes from USPTO patents with 853,638 reactions. Predict the reaction yield, written as a fraction of the theoretical maximum amount of product (1.0 means a 100% yield; for example, 0.34 means a 34% yield). (1) The reactants are N#N.[F:3][C:4]1[CH:9]=[CH:8][C:7]([C:10]#[C:11][C:12]2[N:17]=[C:16]([NH2:18])[N:15]=[C:14]([NH:19][C:20]3[CH:25]=[CH:24][C:23]([O:26][C:27]4[CH:32]=[CH:31][N:30]=[C:29]([C:33]([F:36])([F:35])[F:34])[CH:28]=4)=[CH:22][CH:21]=3)[CH:13]=2)=[CH:6][CH:5]=1. The catalyst is [Pd].CCOC(C)=O.CO. The product is [F:3][C:4]1[CH:9]=[CH:8][C:7]([CH2:10][CH2:11][C:12]2[N:17]=[C:16]([NH2:18])[N:15]=[C:14]([NH:19][C:20]3[CH:21]=[CH:22][C:23]([O:26][C:27]4[CH:32]=[CH:31][N:30]=[C:29]([C:33]([F:34])([F:35])[F:36])[CH:28]=4)=[CH:24][CH:25]=3)[CH:13]=2)=[CH:6][CH:5]=1. The yield is 0.850. (2) The reactants are [CH2:1]1[O:9][C:8]2[CH:7]=[CH:6][C:5](B(O)O)=[CH:4][C:3]=2[O:2]1.Br[C:14]1[CH:18]=[CH:17][S:16][C:15]=1[S:19]([N:22]1[CH:26]=[CH:25][CH:24]=[CH:23]1)(=[O:21])=[O:20]. No catalyst specified. The product is [CH2:1]1[O:9][C:8]2[CH:7]=[CH:6][C:5]([C:14]3[CH:18]=[CH:17][S:16][C:15]=3[S:19]([N:22]3[CH:26]=[CH:25][CH:24]=[CH:23]3)(=[O:20])=[O:21])=[CH:4][C:3]=2[O:2]1. The yield is 0.900. (3) The reactants are [CH3:1][C@@:2]1([OH:24])[C@H:6]([OH:7])[C@@H:5]([CH2:8][OH:9])[O:4][C@H:3]1[N:10]1[CH:23]=[C:14]2[CH:15]=[CH:16][C:17]3[C:18](=[O:22])[NH:19][N:20]=[CH:21][C:12]([C:13]=32)=[N:11]1. The catalyst is CO.[Pd]. The product is [CH3:1][C@@:2]1([OH:24])[C@H:6]([OH:7])[C@@H:5]([CH2:8][OH:9])[O:4][C@H:3]1[N:10]1[CH:23]=[C:14]2[CH2:15][CH2:16][C:17]3[C:18](=[O:22])[NH:19][N:20]=[CH:21][C:12]([C:13]=32)=[N:11]1. The yield is 0.600. (4) The reactants are [NH2:1][C:2](=[S:15])[CH2:3][C:4]1[CH:5]=[C:6]([CH:12]=[CH:13][CH:14]=1)[C:7]([O:9][CH2:10]C)=[O:8].Br[CH2:17][C:18]([C:20]1[CH:25]=[CH:24][CH:23]=[C:22]([C:26]([F:29])([F:28])[F:27])[CH:21]=1)=O. No catalyst specified. The product is [F:27][C:26]([F:28])([F:29])[C:22]1[CH:21]=[C:20]([C:18]2[N:1]=[C:2]([CH2:3][C:4]3[CH:5]=[C:6]([CH:12]=[CH:13][CH:14]=3)[C:7]([O:9][CH3:10])=[O:8])[S:15][CH:17]=2)[CH:25]=[CH:24][CH:23]=1. The yield is 0.960.